From a dataset of Forward reaction prediction with 1.9M reactions from USPTO patents (1976-2016). Predict the product of the given reaction. (1) The product is: [Br:1][C:2]1[CH:3]=[CH:4][C:5]([O:12][CH3:13])=[C:6]([S:8]([NH:21][CH:22]2[CH2:27][CH2:26][O:25][CH2:24][CH2:23]2)(=[O:10])=[O:9])[CH:7]=1. Given the reactants [Br:1][C:2]1[CH:3]=[CH:4][C:5]([O:12][CH3:13])=[C:6]([S:8](Cl)(=[O:10])=[O:9])[CH:7]=1.CCN(CC)CC.[NH2:21][CH:22]1[CH2:27][CH2:26][O:25][CH2:24][CH2:23]1, predict the reaction product. (2) Given the reactants [CH3:1][N:2]([CH3:10])[C:3]1[CH:8]=[CH:7][N:6]=[C:5]([NH2:9])[CH:4]=1.Br[CH2:12][C:13]([C:15]1[CH:20]=[CH:19][C:18]([CH3:21])=[C:17]([CH3:22])[CH:16]=1)=O, predict the reaction product. The product is: [CH3:22][C:17]1[CH:16]=[C:15]([C:13]2[N:9]=[C:5]3[CH:4]=[C:3]([N:2]([CH3:10])[CH3:1])[CH:8]=[CH:7][N:6]3[CH:12]=2)[CH:20]=[CH:19][C:18]=1[CH3:21]. (3) Given the reactants [CH:1]([C:3]1[CH:4]=[C:5]([C:9]2[N:10]=[C:11]([N:27]3[CH2:32][CH2:31][O:30][CH2:29][CH2:28]3)[C:12]3[N:17]=[N:16][N:15]([C:18]4[CH:19]=[C:20]([CH:24]=[CH:25][CH:26]=4)[C:21]([O-])=[O:22])[C:13]=3[N:14]=2)[CH:6]=[CH:7][CH:8]=1)=[O:2].[H-].[H-].[H-].[H-].[Li+].[Al+3].C1COCC1.O.[OH-].[Na+], predict the reaction product. The product is: [N:27]1([C:11]2[C:12]3[N:17]=[N:16][N:15]([C:18]4[CH:19]=[C:20]([CH2:21][OH:22])[CH:24]=[CH:25][CH:26]=4)[C:13]=3[N:14]=[C:9]([C:5]3[CH:4]=[C:3]([CH2:1][OH:2])[CH:8]=[CH:7][CH:6]=3)[N:10]=2)[CH2:28][CH2:29][O:30][CH2:31][CH2:32]1.